From a dataset of Forward reaction prediction with 1.9M reactions from USPTO patents (1976-2016). Predict the product of the given reaction. (1) Given the reactants Cl[C:2]1[N:7]=[C:6]([C:8]2[S:12][C:11]([C:13]([CH3:16])([CH3:15])[CH3:14])=[N:10][C:9]=2[C:17]2[C:18]([F:35])=[C:19]([NH:23][S:24]([C:27]3[C:32]([F:33])=[CH:31][CH:30]=[CH:29][C:28]=3[F:34])(=[O:26])=[O:25])[CH:20]=[CH:21][CH:22]=2)[CH:5]=[CH:4][N:3]=1.[Br-].[CH2:37]([O:39][C:40](=[O:44])[CH2:41][CH2:42][Zn+])[CH3:38].C1COCC1, predict the reaction product. The product is: [F:34][C:28]1[CH:29]=[CH:30][CH:31]=[C:32]([F:33])[C:27]=1[S:24]([NH:23][C:19]1[C:18]([F:35])=[C:17]([C:9]2[N:10]=[C:11]([C:13]([CH3:16])([CH3:15])[CH3:14])[S:12][C:8]=2[C:6]2[CH:5]=[CH:4][N:3]=[C:2]([CH2:42][CH2:41][C:40]([O:39][CH2:37][CH3:38])=[O:44])[N:7]=2)[CH:22]=[CH:21][CH:20]=1)(=[O:26])=[O:25]. (2) Given the reactants Br[C:2]1[C:7]([CH3:8])=[CH:6][N:5]=[CH:4][C:3]=1[CH3:9].[C:10](=O)([O-:12])[O-:11].[Cs+].[Cs+].[CH3:16][N:17]1[C:25]2[C:20](=[CH:21][CH:22]=[C:23](B3OC(C)(C)C(C)(C)O3)[CH:24]=2)[C:19]([CH3:36])([CH3:35])[C:18]1=[O:37], predict the reaction product. The product is: [CH:10]([OH:12])=[O:11].[CH3:9][C:3]1[CH:4]=[N:5][CH:6]=[C:7]([CH3:8])[C:2]=1[C:23]1[CH:24]=[C:25]2[C:20]([C:19]([CH3:36])([CH3:35])[C:18](=[O:37])[N:17]2[CH3:16])=[CH:21][CH:22]=1. (3) Given the reactants [CH:1]1([C@H:5]([NH:7][C:8]2[N:16]=[C:15]([C:17](=[NH:20])[NH:18][OH:19])[N:14]=[C:13]3[C:9]=2[N:10]([CH2:29][C@H:30]2[CH2:35][CH2:34][C@H:33]([CH3:36])[CH2:32][CH2:31]2)[C:11]([C:21]([C:23]2[CH:28]=[CH:27][CH:26]=[CH:25][CH:24]=2)=[O:22])=[N:12]3)[CH3:6])[CH2:4][CH2:3][CH2:2]1.[C:37](N1C=CN=C1)(N1C=CN=C1)=[O:38].N12CCCN=C1CCCCC2, predict the reaction product. The product is: [CH:1]1([C@H:5]([NH:7][C:8]2[N:16]=[C:15]([C:17]3[NH:20][C:37](=[O:38])[O:19][N:18]=3)[N:14]=[C:13]3[C:9]=2[N:10]([CH2:29][C@H:30]2[CH2:35][CH2:34][C@H:33]([CH3:36])[CH2:32][CH2:31]2)[C:11]([C:21]([C:23]2[CH:28]=[CH:27][CH:26]=[CH:25][CH:24]=2)=[O:22])=[N:12]3)[CH3:6])[CH2:2][CH2:3][CH2:4]1. (4) Given the reactants [OH:1][C:2]1[CH:9]=[CH:8][CH:7]=[CH:6][C:3]=1[CH:4]=[O:5].[N+:10]([O-])([OH:12])=[O:11].O, predict the reaction product. The product is: [OH:1][C:2]1[C:9]([N+:10]([O-:12])=[O:11])=[CH:8][CH:7]=[CH:6][C:3]=1[CH:4]=[O:5].